Task: Predict the reactants needed to synthesize the given product.. Dataset: Full USPTO retrosynthesis dataset with 1.9M reactions from patents (1976-2016) (1) Given the product [NH2:1][C:2]1[N:10]=[C:9]([O:11][CH:12]2[CH2:13][CH2:14][CH2:15][CH2:16]2)[N:8]=[C:7]2[C:3]=1[N:4]=[CH:5][N:6]2[C@@H:17]1[O:18][C:19]([CH2:27][OH:28])([CH2:29][OH:30])[C@@H:20]([OH:24])[C@H:21]1[OH:22], predict the reactants needed to synthesize it. The reactants are: [NH2:1][C:2]1[N:10]=[C:9]([O:11][CH:12]2[CH2:16][CH2:15][CH2:14][CH2:13]2)[N:8]=[C:7]2[C:3]=1[N:4]=[CH:5][N:6]2[C@H:17]1[C@@H:21]2[O:22]C(C)(C)[O:24][C@@H:20]2[C:19]([CH2:29][OH:30])([CH2:27][OH:28])[O:18]1.NC1N=C(OC2CCCC2)N=C2C=1N=CN2[C@H]1[C@@H]2OCO[C@@H]2C(CO)(CO)O1. (2) Given the product [CH:1]1([S:6][CH:7]([C:11]2[CH:16]=[CH:15][C:14]([F:17])=[C:13]([F:18])[CH:12]=2)[C:8]([NH:19][C:20]2[CH:25]=[CH:24][CH:23]=[CH:22][N:21]=2)=[O:10])[CH2:2][CH2:3][CH2:4][CH2:5]1, predict the reactants needed to synthesize it. The reactants are: [CH:1]1([S:6][CH:7]([C:11]2[CH:16]=[CH:15][C:14]([F:17])=[C:13]([F:18])[CH:12]=2)[C:8]([OH:10])=O)[CH2:5][CH2:4][CH2:3][CH2:2]1.[NH2:19][C:20]1[CH:25]=[CH:24][CH:23]=[CH:22][N:21]=1. (3) Given the product [CH3:14][C:11]([O:15][C:16]([N:18]1[CH:19]2[CH:20]=[CH:21][CH:22]1[C:6]([C:7]([O:9][CH3:10])=[O:8])=[C:5]2[C:3]([O:2][CH3:1])=[O:4])=[O:17])([CH3:12])[CH3:13], predict the reactants needed to synthesize it. The reactants are: [CH3:1][O:2][C:3]([C:5]#[C:6][C:7]([O:9][CH3:10])=[O:8])=[O:4].[C:11]([O:15][C:16]([N:18]1[CH:22]=[CH:21][CH:20]=[CH:19]1)=[O:17])([CH3:14])([CH3:13])[CH3:12]. (4) Given the product [Cl:21][C:10]1[N:9]2[C:5](=[N:6][C:7]3[CH:15]=[CH:14][CH:13]=[CH:12][C:8]=32)[C:4]([C:16]#[N:17])=[C:3]([CH3:18])[C:2]=1[F:1], predict the reactants needed to synthesize it. The reactants are: [F:1][C:2]1[C:10](=O)[N:9]2[C:5]([NH:6][C:7]3[CH:15]=[CH:14][CH:13]=[CH:12][C:8]=32)=[C:4]([C:16]#[N:17])[C:3]=1[CH3:18].P(Cl)(Cl)([Cl:21])=O. (5) Given the product [NH:57]1[CH2:58][CH:55]([C:54]2[C:49]([O:48][C:47]3[CH:66]=[CH:67][C:44]([C:42]([C:7]4[NH:6][C:10]5[CH:11]=[CH:12][CH:13]=[CH:14][C:9]=5[N:8]=4)=[O:41])=[CH:45][CH:46]=3)=[N:50][CH:51]=[CH:52][CH:53]=2)[CH2:56]1, predict the reactants needed to synthesize it. The reactants are: C(OC(OC(C)C)[N:6]1[C:10]2[CH:11]=[CH:12][CH:13]=[CH:14][C:9]=2[N:8]=[CH:7]1)(C)C.[Li+].C[Si]([N-][Si](C)(C)C)(C)C.N1C2C=CC=CC=2NC=1.[Li].C([O:41][C:42]([C:44]1[CH:67]=[CH:66][C:47]([O:48][C:49]2[C:54]([CH:55]3[CH2:58][N:57](C(OC(C)(C)C)=O)[CH2:56]3)=[CH:53][CH:52]=[CH:51][N:50]=2)=[CH:46][CH:45]=1)=O)C.N1C2C=CC=CC=2NC=1. (6) Given the product [CH3:34][C:30]([C:27]1[CH:26]=[CH:25][C:24]([N:23]2[C:14]3[C:13]4[CH:12]=[C:11]([C:3]5[CH:2]=[N:1][CH:6]=[CH:5][CH:4]=5)[CH:20]=[CH:19][C:18]=4[N:17]=[CH:16][C:15]=3[N:21]([CH3:36])[C:22]2=[O:35])=[CH:29][N:28]=1)([CH3:33])[C:31]#[N:32], predict the reactants needed to synthesize it. The reactants are: [N:1]1[CH:6]=[CH:5][CH:4]=[C:3](B(O)O)[CH:2]=1.Br[C:11]1[CH:20]=[CH:19][C:18]2[N:17]=[CH:16][C:15]3[N:21]([CH3:36])[C:22](=[O:35])[N:23]([C:24]4[CH:25]=[CH:26][C:27]([C:30]([CH3:34])([CH3:33])[C:31]#[N:32])=[N:28][CH:29]=4)[C:14]=3[C:13]=2[CH:12]=1.C([O-])([O-])=O.[Na+].[Na+].